Dataset: Reaction yield outcomes from USPTO patents with 853,638 reactions. Task: Predict the reaction yield, written as a fraction of the theoretical maximum amount of product (1.0 means a 100% yield; for example, 0.34 means a 34% yield). The yield is 0.500. The reactants are [OH:1][C:2]1[C:10]2[N:9]=[C:8]([CH2:11][O:12][C:13]3[CH:18]=[CH:17][C:16]([Cl:19])=[CH:15][CH:14]=3)[N:7]([CH2:20][CH2:21][CH2:22][CH:23]3[CH2:28][CH2:27][N:26]([C:29]([O:31][C:32]([CH3:35])([CH3:34])[CH3:33])=[O:30])[CH2:25][CH2:24]3)[C:6]=2[CH:5]=[CH:4][CH:3]=1.[H-].[Na+].[CH3:38]I. The product is [CH3:38][O:1][C:2]1[C:10]2[N:9]=[C:8]([CH2:11][O:12][C:13]3[CH:14]=[CH:15][C:16]([Cl:19])=[CH:17][CH:18]=3)[N:7]([CH2:20][CH2:21][CH2:22][CH:23]3[CH2:24][CH2:25][N:26]([C:29]([O:31][C:32]([CH3:35])([CH3:34])[CH3:33])=[O:30])[CH2:27][CH2:28]3)[C:6]=2[CH:5]=[CH:4][CH:3]=1. The catalyst is CN(C)C=O.